Dataset: Full USPTO retrosynthesis dataset with 1.9M reactions from patents (1976-2016). Task: Predict the reactants needed to synthesize the given product. (1) Given the product [Cl:1][C:2]1[CH:7]=[CH:6][C:5](/[CH:8]=[CH:9]/[C:10]([N:29]2[CH2:28][CH2:27][CH:26]([N:24]3[CH:25]=[C:21]([CH3:20])[N:22]=[N:23]3)[CH2:31][CH2:30]2)=[O:12])=[C:4]([CH2:13][N:14]2[N:18]=[N:17][C:16]([CH3:19])=[N:15]2)[CH:3]=1, predict the reactants needed to synthesize it. The reactants are: [Cl:1][C:2]1[CH:7]=[CH:6][C:5](/[CH:8]=[CH:9]/[C:10]([OH:12])=O)=[C:4]([CH2:13][N:14]2[N:18]=[N:17][C:16]([CH3:19])=[N:15]2)[CH:3]=1.[CH3:20][C:21]1[N:22]=[N:23][N:24]([CH:26]2[CH2:31][CH2:30][NH:29][CH2:28][CH2:27]2)[CH:25]=1.CCN(C(C)C)C(C)C.C(P1(=O)OP(CCC)(=O)OP(CCC)(=O)O1)CC. (2) Given the product [F:1][C:2]1[CH:7]=[CH:6][C:5]([CH2:8][CH2:9][N:10]([CH3:28])[S:11]([C:14]2[C:15]3[CH2:22][CH2:21][CH:20]([O:23][C:24](=[O:26])[CH3:25])/[C:19](=[N:30]/[OH:31])/[C:16]=3[S:17][CH:18]=2)(=[O:13])=[O:12])=[CH:4][CH:3]=1, predict the reactants needed to synthesize it. The reactants are: [F:1][C:2]1[CH:7]=[CH:6][C:5]([CH2:8][CH2:9][N:10]([CH3:28])[S:11]([C:14]2[C:15]3[CH2:22][CH2:21][CH:20]([O:23][C:24](=[O:26])[CH3:25])[C:19](=O)[C:16]=3[S:17][CH:18]=2)(=[O:13])=[O:12])=[CH:4][CH:3]=1.Cl.[NH2:30][OH:31]. (3) Given the product [CH2:1]([O:8][C:9]1[C:14]([C:15]2[CH:20]=[CH:19][C:18]([CH3:21])=[CH:17][CH:16]=2)=[CH:13][C:12]([C:22](=[O:24])[CH3:36])=[CH:11][C:10]=1[C:26]([CH3:28])([CH3:27])[CH3:29])[C:2]1[CH:7]=[CH:6][CH:5]=[CH:4][CH:3]=1, predict the reactants needed to synthesize it. The reactants are: [CH2:1]([O:8][C:9]1[C:14]([C:15]2[CH:20]=[CH:19][C:18]([CH3:21])=[CH:17][CH:16]=2)=[CH:13][C:12]([C:22]([O:24]C)=O)=[CH:11][C:10]=1[C:26]([CH3:29])([CH3:28])[CH3:27])[C:2]1[CH:7]=[CH:6][CH:5]=[CH:4][CH:3]=1.O.[OH-].[Li+].Cl.C[Li].[CH3:36][Si](Cl)(C)C.[Cl-].[NH4+]. (4) The reactants are: [F:1][C:2]1[CH:7]=[CH:6][C:5]([CH:8]([C:10]2[CH:11]=[CH:12][C:13]3[N:14]([C:16]([CH:19]([CH3:21])[CH3:20])=[N:17][N:18]=3)[CH:15]=2)O)=[CH:4][CH:3]=1. Given the product [F:1][C:2]1[CH:7]=[CH:6][C:5]([CH2:8][C:10]2[CH:11]=[CH:12][C:13]3[N:14]([C:16]([CH:19]([CH3:20])[CH3:21])=[N:17][N:18]=3)[CH:15]=2)=[CH:4][CH:3]=1, predict the reactants needed to synthesize it. (5) Given the product [Br:21][C:20]([Br:24])=[CH:29][CH2:28][CH2:27][Si:26]([CH3:32])([CH3:31])[CH3:25], predict the reactants needed to synthesize it. The reactants are: C1(P(C2C=CC=CC=2)C2C=CC=CC=2)C=CC=CC=1.[C:20]([Br:24])(Br)(Br)[Br:21].[CH3:25][Si:26]([CH3:32])([CH3:31])[CH2:27][CH2:28][CH:29]=O. (6) Given the product [Cl:30][C:31]1[CH:36]=[C:35]([O:37][CH2:38][O:39][CH2:40][CH2:41][Si:42]([CH3:45])([CH3:43])[CH3:44])[CH:34]=[CH:33][C:32]=1[C:46]1[N:49]=[C:6]([C:5]2[CH:9]=[CH:10][C:11]([O:12][CH:13]([CH3:15])[CH3:14])=[C:3]([CH:4]=2)[C:1]#[N:2])[O:8][N:47]=1, predict the reactants needed to synthesize it. The reactants are: [C:1]([C:3]1[CH:4]=[C:5]([CH:9]=[CH:10][C:11]=1[O:12][CH:13]([CH3:15])[CH3:14])[C:6]([OH:8])=O)#[N:2].C(Cl)CCl.C1C=CC2N(O)N=NC=2C=1.[Cl:30][C:31]1[CH:36]=[C:35]([O:37][CH2:38][O:39][CH2:40][CH2:41][Si:42]([CH3:45])([CH3:44])[CH3:43])[CH:34]=[CH:33][C:32]=1[C:46](=[NH:49])[NH:47]O. (7) Given the product [Br:1][C:2]1[CH:3]=[C:4]([N:13]([CH2:22][CH3:23])[C@H:14]2[CH2:19][CH2:18][C@H:17]([N:20]([CH2:25][CH2:26][O:27][CH3:28])[CH3:21])[CH2:16][CH2:15]2)[C:5]([CH3:12])=[C:6]([CH:11]=1)[C:7]([O:9][CH3:10])=[O:8], predict the reactants needed to synthesize it. The reactants are: [Br:1][C:2]1[CH:3]=[C:4]([N:13]([CH2:22][CH3:23])[C@H:14]2[CH2:19][CH2:18][C@H:17]([NH:20][CH3:21])[CH2:16][CH2:15]2)[C:5]([CH3:12])=[C:6]([CH:11]=1)[C:7]([O:9][CH3:10])=[O:8].Br[CH2:25][CH2:26][O:27][CH3:28].C([O-])([O-])=O.[K+].[K+].